Task: Predict which catalyst facilitates the given reaction.. Dataset: Catalyst prediction with 721,799 reactions and 888 catalyst types from USPTO (1) Reactant: [Cl:1][C:2]([Cl:23])([Cl:22])[CH2:3][O:4][C:5](=[O:21])[NH:6][C:7]1[CH:12]=[CH:11][N:10]([C@H:13]2[O:17][C@@H:16]([CH2:18][OH:19])[S:15][CH2:14]2)[C:9](=[O:20])[N:8]=1.CCN(CC)CC.[C:31](Cl)(=[O:42])[O:32][C:33]1[CH:38]=[CH:37][C:36]([N+:39]([O-:41])=[O:40])=[CH:35][CH:34]=1. Product: [Cl:23][C:2]([Cl:22])([Cl:1])[CH2:3][O:4][C:5](=[O:21])[NH:6][C:7]1[CH:12]=[CH:11][N:10]([C@H:13]2[O:17][C@@H:16]([CH2:18][O:19][C:31]([O:32][C:33]3[CH:34]=[CH:35][C:36]([N+:39]([O-:41])=[O:40])=[CH:37][CH:38]=3)=[O:42])[S:15][CH2:14]2)[C:9](=[O:20])[N:8]=1. The catalyst class is: 2. (2) Reactant: [Cl:1][C:2]1[CH:3]=[C:4]([CH:7]=[C:8]([Cl:11])[C:9]=1[OH:10])[CH:5]=O.Cl.[CH2:13]([O:20][NH2:21])[C:14]1[CH:19]=[CH:18][CH:17]=[CH:16][CH:15]=1.C([BH3-])#N.[Na+].[C:26](O)(=[O:28])C. Product: [CH2:13]([O:20][N:21]([CH2:5][C:4]1[CH:3]=[C:2]([Cl:1])[C:9]([OH:10])=[C:8]([Cl:11])[CH:7]=1)[CH:26]=[O:28])[C:14]1[CH:19]=[CH:18][CH:17]=[CH:16][CH:15]=1. The catalyst class is: 17. (3) Reactant: [C:1](=[O:22])(OC1C=CC([N+]([O-])=O)=CC=1)[O:2][CH2:3][CH2:4][N:5]1[CH2:10][CH2:9][N:8]([CH3:11])[CH2:7][CH2:6]1.CCN(C(C)C)C(C)C.[CH2:32]([N:39]1[CH2:44][CH2:43][NH:42][CH2:41][CH2:40]1)[C:33]1[CH:38]=[CH:37][CH:36]=[CH:35][CH:34]=1. Product: [CH2:32]([N:39]1[CH2:44][CH2:43][N:42]([C:1]([O:2][CH2:3][CH2:4][N:5]2[CH2:6][CH2:7][N:8]([CH3:11])[CH2:9][CH2:10]2)=[O:22])[CH2:41][CH2:40]1)[C:33]1[CH:34]=[CH:35][CH:36]=[CH:37][CH:38]=1. The catalyst class is: 3.